Dataset: Full USPTO retrosynthesis dataset with 1.9M reactions from patents (1976-2016). Task: Predict the reactants needed to synthesize the given product. (1) Given the product [CH2:13]([C:5]1[C:6]2[NH:10][CH:9]=[N:8][C:7]=2[CH:11]=[CH:12][C:4]=1[N+:1]([O-:3])=[O:2])[CH3:14], predict the reactants needed to synthesize it. The reactants are: [N+:1]([C:4]1[CH:12]=[CH:11][C:7]2[N:8]=[CH:9][NH:10][C:6]=2[CH:5]=1)([O-:3])=[O:2].[CH3:13][CH2:14][Mg+].[Br-].ClC1C(=O)C(Cl)=C(Cl)C(=O)C=1Cl.CCOC(C)=O. (2) Given the product [C:1]([C:5]1[CH:10]=[C:9]([S:11]([CH3:13])=[O:12])[C:8]([O:14][CH3:15])=[C:7]([NH2:16])[CH:6]=1)([CH3:4])([CH3:2])[CH3:3], predict the reactants needed to synthesize it. The reactants are: [C:1]([C:5]1[CH:6]=[C:7]([N+:16]([O-])=O)[C:8]([O:14][CH3:15])=[C:9]([S:11]([CH3:13])=[O:12])[CH:10]=1)([CH3:4])([CH3:3])[CH3:2].[H][H]. (3) Given the product [CH3:7][C:2]1[CH:3]=[C:4]([C:13]([O:16][CH3:19])=[O:14])[CH:5]=[N:6][C:32]=1[CH3:33], predict the reactants needed to synthesize it. The reactants are: Br[C:2]1[CH:3]=[C:4](C(OC)=O)[CH:5]=[N:6][C:7]=1Cl.[C:13]([O-:16])([O-])=[O:14].[K+].[K+].[CH3:19]B1OB(C)OB(C)O1.O1[CH2:33][CH2:32]OCC1. (4) Given the product [N:41]1[CH:42]=[CH:43][N:44]2[CH:49]=[C:48]([C:50]3[N:59]=[C:58]([NH:60][CH2:61][CH:62]([N:15]4[CH2:20][CH2:19][O:18][CH2:17][CH2:16]4)[C:68]4[CH:73]=[CH:72][CH:71]=[CH:70][CH:69]=4)[C:57]4[C:52](=[CH:53][CH:54]=[CH:55][CH:56]=4)[N:51]=3)[CH:47]=[CH:46][C:45]=12, predict the reactants needed to synthesize it. The reactants are: ClC1N=C(NC(CCC2C=CC=CC=2)C[N:15]2[CH2:20][CH2:19][O:18][CH2:17][CH2:16]2)C2C(=CC=CC=2)N=1.N1C=CN2C=C(B(O)O)C=CC=12.[N:41]1[CH:42]=[CH:43][N:44]2[CH:49]=[C:48]([C:50]3[N:59]=[C:58]([NH:60][CH2:61][CH:62]([C:68]4[CH:73]=[CH:72][CH:71]=[CH:70][CH:69]=4)C4NC=CC=4)[C:57]4[C:52](=[CH:53][CH:54]=[CH:55][CH:56]=4)[N:51]=3)[CH:47]=[CH:46][C:45]=12. (5) Given the product [OH:8][C:3]1[C:2]([NH:1][C:9](=[O:10])[O:11][CH2:12][C:13]2[CH:18]=[CH:17][CH:16]=[CH:15][CH:14]=2)=[CH:7][CH:6]=[CH:5][N:4]=1, predict the reactants needed to synthesize it. The reactants are: [NH2:1][C:2]1[C:3]([OH:8])=[N:4][CH:5]=[CH:6][CH:7]=1.[C:9](Cl)([O:11][CH2:12][C:13]1[CH:18]=[CH:17][CH:16]=[CH:15][CH:14]=1)=[O:10].C([O-])([O-])=O.[Na+].[Na+].C(OCC)(=O)C. (6) Given the product [F:1][C:2]1[CH:7]=[CH:6][CH:5]=[CH:4][C:3]=1[C:8]1[N:9]=[C:10]([N:13]2[CH2:14][CH2:15][NH:16][CH2:17][CH2:18]2)[S:11][CH:12]=1, predict the reactants needed to synthesize it. The reactants are: [F:1][C:2]1[CH:7]=[CH:6][CH:5]=[CH:4][C:3]=1[C:8]1[N:9]=[C:10]([N:13]2[CH2:18][CH2:17][N:16](C(OC(C)(C)C)=O)[CH2:15][CH2:14]2)[S:11][CH:12]=1.Cl. (7) Given the product [Cl:16][C:13]1[N:14]=[C:15]2[C:10](=[N:11][C:12]=1[N:23]1[CH2:24][CH2:25][CH:20]([OH:19])[CH2:21][CH2:22]1)[N:9]=[C:8]([N:35]1[CH2:40][CH2:39][NH:38][CH2:37][CH2:36]1)[N:7]=[C:6]2[N:1]1[CH2:5][CH2:4][CH2:3][CH2:2]1, predict the reactants needed to synthesize it. The reactants are: [N:1]1([C:6]2[C:15]3[C:10](=[N:11][C:12](Cl)=[C:13]([Cl:16])[N:14]=3)[N:9]=[C:8](Cl)[N:7]=2)[CH2:5][CH2:4][CH2:3][CH2:2]1.[OH:19][CH:20]1[CH2:25][CH2:24][NH:23][CH2:22][CH2:21]1.C(N(C(C)C)CC)(C)C.[NH:35]1[CH2:40][CH2:39][NH:38][CH2:37][CH2:36]1. (8) Given the product [F:7][C:8]1[CH:9]=[C:10]([CH:15]=[CH:1][C:2]([Cl:4])=[O:3])[CH:11]=[CH:12][C:13]=1[F:14], predict the reactants needed to synthesize it. The reactants are: [C:1](Cl)(=O)[C:2]([Cl:4])=[O:3].[F:7][C:8]1[CH:9]=[C:10](/[CH:15]=C/C(O)=O)[CH:11]=[CH:12][C:13]=1[F:14].CN(C)C=O.